From a dataset of Full USPTO retrosynthesis dataset with 1.9M reactions from patents (1976-2016). Predict the reactants needed to synthesize the given product. (1) Given the product [N:1]1[C:10]2[C:5](=[N:6][CH:7]=[CH:8][CH:9]=2)[CH:4]=[CH:3][C:2]=1[CH2:11][O:12][C:13]1[CH:14]=[CH:15][C:16]([C:19](=[O:27])[C:20]([C:21]2[CH:22]=[CH:23][N:24]=[CH:25][CH:26]=2)=[CH:30][N:31]([CH3:33])[CH3:32])=[CH:17][CH:18]=1, predict the reactants needed to synthesize it. The reactants are: [N:1]1[C:10]2[C:5](=[N:6][CH:7]=[CH:8][CH:9]=2)[CH:4]=[CH:3][C:2]=1[CH2:11][O:12][C:13]1[CH:18]=[CH:17][C:16]([C:19](=[O:27])[CH2:20][C:21]2[CH:26]=[CH:25][N:24]=[CH:23][CH:22]=2)=[CH:15][CH:14]=1.CO[CH:30](OC)[N:31]([CH3:33])[CH3:32]. (2) Given the product [OH:13][CH2:12][CH2:11][C@H:10]1[C:5]2[CH:4]=[CH:3][C:2]([N:17]3[CH2:18][CH2:19][O:15][C:16]3=[O:20])=[CH:14][C:6]=2[CH2:7][CH2:8][O:9]1, predict the reactants needed to synthesize it. The reactants are: Br[C:2]1[CH:3]=[CH:4][C:5]2[C@H:10]([CH2:11][CH2:12][OH:13])[O:9][CH2:8][CH2:7][C:6]=2[CH:14]=1.[O:15]1[CH2:19][CH2:18][NH:17][C:16]1=[O:20].[C@@H]1(N)CCCC[C@H]1N.C(=O)([O-])[O-].[K+].[K+].N. (3) The reactants are: C(O[C:6](=[O:21])[NH:7][C:8]1[CH:13]=[CH:12][C:11]([C:14]2[CH:19]=[CH:18][C:17]([Br:20])=[CH:16][CH:15]=2)=[CH:10][CH:9]=1)(C)(C)C.Cl.[N:23]1([C:31]([O:33][C:34]([CH3:37])([CH3:36])[CH3:35])=[O:32])[CH2:30][CH2:29][CH2:28][C@H:24]1C(O)=O.CN(C(ON1N=NC2C=CC=NC1=2)=[N+](C)C)C.F[P-](F)(F)(F)(F)F.CCN(C(C)C)C(C)C. Given the product [C:34]([O:33][C:31]([N:23]1[CH2:30][CH2:29][CH2:28][CH:24]1[C:6](=[O:21])[NH:7][C:8]1[CH:9]=[CH:10][C:11]([C:14]2[CH:15]=[CH:16][C:17]([Br:20])=[CH:18][CH:19]=2)=[CH:12][CH:13]=1)=[O:32])([CH3:37])([CH3:35])[CH3:36], predict the reactants needed to synthesize it. (4) Given the product [ClH:1].[NH2:30][C:26]1[CH:25]=[C:24]([O:23][C:20]2[CH:21]=[CH:22][C:17]([NH:16][C:14](=[O:15])[CH2:13][C:12]([NH:11][CH:4]3[CH2:5][CH2:6][CH2:7][CH2:8]3)=[O:32])=[CH:18][C:19]=2[F:31])[CH:29]=[CH:28][N:27]=1, predict the reactants needed to synthesize it. The reactants are: [ClH:1].NC(=O)[C@@H:4]([NH:11][C:12](=[O:32])[CH2:13][C:14]([NH:16][C:17]1[CH:22]=[CH:21][C:20]([O:23][C:24]2[CH:29]=[CH:28][N:27]=[C:26]([NH2:30])[CH:25]=2)=[C:19]([F:31])[CH:18]=1)=[O:15])[C:5]1C=C[CH:8]=[CH:7][CH:6]=1.C1(N)CCCC1.